Dataset: Full USPTO retrosynthesis dataset with 1.9M reactions from patents (1976-2016). Task: Predict the reactants needed to synthesize the given product. (1) Given the product [F:25][C:2]([F:24])([F:1])[C:3]1[CH:8]=[CH:7][CH:6]=[CH:5][C:4]=1[CH2:9][N:10]([CH2:29][CH:26]1[CH2:28][CH2:27]1)[CH:11]1[CH2:12][CH2:13][N:14]([C:17]([O:19][C:20]([CH3:22])([CH3:21])[CH3:23])=[O:18])[CH2:15][CH2:16]1, predict the reactants needed to synthesize it. The reactants are: [F:1][C:2]([F:25])([F:24])[C:3]1[CH:8]=[CH:7][CH:6]=[CH:5][C:4]=1[CH2:9][NH:10][CH:11]1[CH2:16][CH2:15][N:14]([C:17]([O:19][C:20]([CH3:23])([CH3:22])[CH3:21])=[O:18])[CH2:13][CH2:12]1.[CH:26]1([CH:29]=O)[CH2:28][CH2:27]1.[Na].[OH-].[Na+]. (2) Given the product [CH:30]([C:2]1[CH:10]=[CH:9][CH:8]=[C:7]2[C:3]=1[CH2:4][N:5]([C:11]([O:13][C@H:14]1[CH2:18][N:17]([C:19]([O:21][C:22]([CH3:24])([CH3:25])[CH3:23])=[O:20])[C@H:16]([C:26]([O:28][CH3:29])=[O:27])[CH2:15]1)=[O:12])[CH2:6]2)=[CH2:31], predict the reactants needed to synthesize it. The reactants are: Br[C:2]1[CH:10]=[CH:9][CH:8]=[C:7]2[C:3]=1[CH2:4][N:5]([C:11]([O:13][C@H:14]1[CH2:18][N:17]([C:19]([O:21][C:22]([CH3:25])([CH3:24])[CH3:23])=[O:20])[C@H:16]([C:26]([O:28][CH3:29])=[O:27])[CH2:15]1)=[O:12])[CH2:6]2.[CH:30]([B-](F)(F)F)=[CH2:31].[K+].C(N(CC)CC)C. (3) Given the product [Br:55][C:56]1[CH:65]=[C:64]2[C:59]([CH:60]=[CH:61][CH:62]=[C:63]2[OH:66])=[CH:58][CH:57]=1, predict the reactants needed to synthesize it. The reactants are: [Br-].[Br-].[Br-].C([N+](CCCC)(CCCC)CCCC)CCC.C([N+](CCCC)(CCCC)CCCC)CCC.C([N+](CCCC)(CCCC)CCCC)CCC.[Br:55][C:56]1[CH:65]=[C:64]2[C:59]([CH2:60][CH2:61][CH2:62][C:63]2=[O:66])=[CH:58][CH:57]=1.C(=O)([O-])[O-].[Li+].[Li+].[Br-].[Li+]. (4) Given the product [CH3:50][O:51][C:52]([C:54]1[O:55][C:56]([CH2:59][O:36][C:34]2[N:33]([C:37]3[CH:42]=[CH:41][CH:40]=[CH:39][CH:38]=3)[N:32]=[C:31]([C:29](=[O:30])[NH:28][C@H:9]([C:10]([N:11]3[CH2:12][CH2:13][N:14]([C:17]4[CH:22]=[CH:21][CH:20]=[C:19]([C:23]([F:25])([F:26])[F:24])[CH:18]=4)[CH2:15][CH2:16]3)=[O:27])[CH2:8][CH2:7][C:6]([O:5][C:1]([CH3:4])([CH3:2])[CH3:3])=[O:43])[CH:35]=2)=[CH:57][CH:58]=1)=[O:53], predict the reactants needed to synthesize it. The reactants are: [C:1]([O:5][C:6](=[O:43])[CH2:7][CH2:8][C@H:9]([NH:28][C:29]([C:31]1[CH:35]=[C:34]([OH:36])[N:33]([C:37]2[CH:42]=[CH:41][CH:40]=[CH:39][CH:38]=2)[N:32]=1)=[O:30])[C:10](=[O:27])[N:11]1[CH2:16][CH2:15][N:14]([C:17]2[CH:22]=[CH:21][CH:20]=[C:19]([C:23]([F:26])([F:25])[F:24])[CH:18]=2)[CH2:13][CH2:12]1)([CH3:4])([CH3:3])[CH3:2].C(=O)([O-])[O-].[Cs+].[Cs+].[CH3:50][O:51][C:52]([C:54]1[O:55][C:56]([CH2:59]Cl)=[CH:57][CH:58]=1)=[O:53]. (5) Given the product [CH3:19][C:20]1[CH:28]=[CH:27][C:23]([C:24]([NH:1][C:2]2[CH:3]=[CH:4][C:5]([O:8][C:9](=[O:18])[N:10]([CH3:17])[C:11]3[CH:16]=[CH:15][CH:14]=[CH:13][CH:12]=3)=[N:6][CH:7]=2)=[O:25])=[CH:22][CH:21]=1, predict the reactants needed to synthesize it. The reactants are: [NH2:1][C:2]1[CH:3]=[CH:4][C:5]([O:8][C:9](=[O:18])[N:10]([CH3:17])[C:11]2[CH:16]=[CH:15][CH:14]=[CH:13][CH:12]=2)=[N:6][CH:7]=1.[CH3:19][C:20]1[CH:28]=[CH:27][C:23]([C:24](Cl)=[O:25])=[CH:22][CH:21]=1.C(N(CC)CC)C.ClCCl. (6) Given the product [CH2:3]([CH:4]1[CH2:5][NH:6][C:10](=[O:11])[CH:9]1[C:14]([O:16][CH3:17])=[O:15])[CH:2]([CH3:18])[CH3:1], predict the reactants needed to synthesize it. The reactants are: [CH3:1][CH:2]([CH3:18])[CH2:3][CH:4]([CH:9]([C:14]([O:16][CH3:17])=[O:15])[C:10](OC)=[O:11])[CH2:5][N+:6]([O-])=O. (7) Given the product [F:1][C:2]([F:12])([F:13])[CH:3]([C:5]1[CH:10]=[CH:9][C:8]([OH:11])=[CH:7][CH:6]=1)[OH:4], predict the reactants needed to synthesize it. The reactants are: [F:1][C:2]([F:13])([F:12])[C:3]([C:5]1[CH:10]=[CH:9][C:8]([OH:11])=[CH:7][CH:6]=1)=[O:4].[BH4-].[Na+]. (8) The reactants are: [NH:1]1[CH:5]=[CH:4][CH:3]=[N:2]1.C(=O)([O-])[O-].[Cs+].[Cs+].[Cl:12][C:13]1[CH:14]=[CH:15][C:16](I)=[C:17]([CH:21]=1)[C:18]([OH:20])=[O:19].O. Given the product [Cl:12][C:13]1[CH:14]=[CH:15][C:16]([N:1]2[CH:5]=[CH:4][CH:3]=[N:2]2)=[C:17]([CH:21]=1)[C:18]([OH:20])=[O:19], predict the reactants needed to synthesize it. (9) Given the product [CH:35]1[C:48]2[C:39](=[N:40][C:41]3[C:46]([C:47]=2[NH:49][C:50]2[CH:55]=[C:54]([NH:56][C:5]([C:4]4[CH:8]=[C:9]([NH:14][C:15]([N:17]5[CH2:18][CH2:19][N:20]([C:23]6[CH:24]=[C:25]([O:33][CH3:34])[C:26]([O:31][CH3:32])=[C:27]([O:29][CH3:30])[CH:28]=6)[CH2:21][CH2:22]5)=[O:16])[C:10]([O:12][CH3:13])=[N:11][C:3]=4[CH2:1][CH3:2])=[O:6])[CH:53]=[C:52]([CH2:57][OH:58])[CH:51]=2)=[CH:45][CH:44]=[CH:43][CH:42]=3)[CH:38]=[CH:37][CH:36]=1, predict the reactants needed to synthesize it. The reactants are: [CH2:1]([C:3]1[N:11]=[C:10]([O:12][CH3:13])[C:9]([NH:14][C:15]([N:17]2[CH2:22][CH2:21][N:20]([C:23]3[CH:28]=[C:27]([O:29][CH3:30])[C:26]([O:31][CH3:32])=[C:25]([O:33][CH3:34])[CH:24]=3)[CH2:19][CH2:18]2)=[O:16])=[CH:8][C:4]=1[C:5](O)=[O:6])[CH3:2].[CH:35]1[C:48]2[C:39](=[N:40][C:41]3[C:46]([C:47]=2[NH:49][C:50]2[CH:51]=[C:52]([CH2:57][OH:58])[CH:53]=[C:54]([NH2:56])[CH:55]=2)=[CH:45][CH:44]=[CH:43][CH:42]=3)[CH:38]=[CH:37][CH:36]=1.